Dataset: Forward reaction prediction with 1.9M reactions from USPTO patents (1976-2016). Task: Predict the product of the given reaction. (1) Given the reactants N1(C([O:8][C@H:9]2[CH2:14][CH2:13][C@H:12]([N:15]3[C:23](=[O:24])[NH:22][C:21]4[C:16]3=[N:17][C:18]([N:25]3[C:29]5[CH:30]=[C:31]([F:34])[CH:32]=[CH:33][C:28]=5[N:27]=[CH:26]3)=[N:19][CH:20]=4)[CH2:11][CH2:10]2)=O)C=CN=C1.Cl.[OH-].[Na+], predict the reaction product. The product is: [F:34][C:31]1[CH:32]=[CH:33][C:28]2[N:27]=[CH:26][N:25]([C:18]3[N:17]=[C:16]4[C:21]([NH:22][C:23](=[O:24])[N:15]4[C@H:12]4[CH2:11][CH2:10][C@H:9]([OH:8])[CH2:14][CH2:13]4)=[CH:20][N:19]=3)[C:29]=2[CH:30]=1. (2) The product is: [CH3:10][C@@H:11]1[C@@H:16]([NH:17][C:2]2[CH:9]=[CH:8][CH:7]=[CH:6][C:3]=2[C:4]#[N:5])[CH2:15][C@@H:14]2[CH2:18][C@H:12]1[C:13]2([CH3:19])[CH3:20]. Given the reactants F[C:2]1[CH:9]=[CH:8][CH:7]=[CH:6][C:3]=1[C:4]#[N:5].[CH3:10][C@@H:11]1[C@@H:16]([NH2:17])[CH2:15][C@@H:14]2[CH2:18][C@H:12]1[C:13]2([CH3:20])[CH3:19].C(N(CC)CC)C, predict the reaction product. (3) Given the reactants [OH:1][CH2:2][CH2:3][CH2:4][O:5][N:6]1[C:14](=[O:15])[C:13]2[C:8](=[CH:9][CH:10]=[CH:11][CH:12]=2)[C:7]1=[O:16].N1C=CN=C1.[Si:22](Cl)([C:25]([CH3:28])([CH3:27])[CH3:26])([CH3:24])[CH3:23].Cl, predict the reaction product. The product is: [C:25]([Si:22]([CH3:24])([CH3:23])[O:1][CH2:2][CH2:3][CH2:4][O:5][N:6]1[C:14](=[O:15])[C:13]2[C:8](=[CH:9][CH:10]=[CH:11][CH:12]=2)[C:7]1=[O:16])([CH3:28])([CH3:27])[CH3:26].